This data is from Reaction yield outcomes from USPTO patents with 853,638 reactions. The task is: Predict the reaction yield, written as a fraction of the theoretical maximum amount of product (1.0 means a 100% yield; for example, 0.34 means a 34% yield). The reactants are FC(F)(F)C(O)=O.[CH3:8][N:9]1[CH2:13][CH2:12][C@:11]([NH:34]C(=O)OC(C)(C)C)([CH2:14][C:15]#[C:16][C:17]2[N:22]=[C:21]([CH3:23])[CH:20]=[C:19]([C:24]3[CH:29]=[CH:28][C:27]([C:30]([F:33])([F:32])[F:31])=[CH:26][CH:25]=3)[N:18]=2)[C:10]1=[O:42].C([O-])([O-])=O.[K+].[K+]. The catalyst is C(Cl)Cl. The product is [NH2:34][C@:11]1([CH2:14][C:15]#[C:16][C:17]2[N:22]=[C:21]([CH3:23])[CH:20]=[C:19]([C:24]3[CH:25]=[CH:26][C:27]([C:30]([F:33])([F:32])[F:31])=[CH:28][CH:29]=3)[N:18]=2)[CH2:12][CH2:13][N:9]([CH3:8])[C:10]1=[O:42]. The yield is 0.895.